Task: Predict the product of the given reaction.. Dataset: Forward reaction prediction with 1.9M reactions from USPTO patents (1976-2016) Given the reactants [Br:1][C:2]1[CH:16]=[CH:15][C:5]2[NH:6][C:7]([CH:9]3[CH2:14][CH2:13][NH:12][CH2:11][CH2:10]3)=[N:8][C:4]=2[CH:3]=1.Cl[C:18]1[N:23]=[CH:22][C:21]([CH2:24][CH3:25])=[CH:20][N:19]=1.C(N(CC)C(C)C)(C)C, predict the reaction product. The product is: [Br:1][C:2]1[CH:16]=[CH:15][C:5]2[NH:6][C:7]([CH:9]3[CH2:10][CH2:11][N:12]([C:18]4[N:23]=[CH:22][C:21]([CH2:24][CH3:25])=[CH:20][N:19]=4)[CH2:13][CH2:14]3)=[N:8][C:4]=2[CH:3]=1.